From a dataset of Full USPTO retrosynthesis dataset with 1.9M reactions from patents (1976-2016). Predict the reactants needed to synthesize the given product. (1) Given the product [Cl:2][C:3]1[CH:8]=[CH:7][C:6]([OH:9])=[CH:5][C:4]=1[C:10]1[N:15]=[C:14]([NH:16][CH:17]2[CH2:22][CH2:21][N:20]([CH3:35])[CH2:19][C:18]2([F:23])[F:24])[C:13]([CH3:25])=[C:12]([C:26]2[C:27]([CH3:32])=[N:28][O:29][C:30]=2[CH3:31])[N:11]=1, predict the reactants needed to synthesize it. The reactants are: Cl.[Cl:2][C:3]1[CH:8]=[CH:7][C:6]([OH:9])=[CH:5][C:4]=1[C:10]1[N:15]=[C:14]([NH:16][CH:17]2[CH2:22][CH2:21][NH:20][CH2:19][C:18]2([F:24])[F:23])[C:13]([CH3:25])=[C:12]([C:26]2[C:27]([CH3:32])=[N:28][O:29][C:30]=2[CH3:31])[N:11]=1.C=O.[CH3:35]C(O)=O.[BH3-]C#N.[Na+]. (2) Given the product [O:3]1[C:7]2[CH:8]=[CH:9][CH:10]=[CH:11][C:6]=2[N:5]=[C:4]1[S:12][CH2:13][CH2:14][N:15]1[CH2:20][CH2:19][N:18]([CH2:21][C:22]([NH:24][C:25]2[C:30]([CH:31]([CH3:32])[CH3:33])=[CH:29][C:28]([O:34][CH3:39])=[CH:27][C:26]=2[CH:35]([CH3:37])[CH3:36])=[O:23])[CH2:17][CH2:16]1, predict the reactants needed to synthesize it. The reactants are: [H-].[Na+].[O:3]1[C:7]2[CH:8]=[CH:9][CH:10]=[CH:11][C:6]=2[N:5]=[C:4]1[S:12][CH2:13][CH2:14][N:15]1[CH2:20][CH2:19][N:18]([CH2:21][C:22]([NH:24][C:25]2[C:30]([CH:31]([CH3:33])[CH3:32])=[CH:29][C:28]([OH:34])=[CH:27][C:26]=2[CH:35]([CH3:37])[CH3:36])=[O:23])[CH2:17][CH2:16]1.I[CH3:39].